This data is from NCI-60 drug combinations with 297,098 pairs across 59 cell lines. The task is: Regression. Given two drug SMILES strings and cell line genomic features, predict the synergy score measuring deviation from expected non-interaction effect. Drug 1: C1CN1C2=NC(=NC(=N2)N3CC3)N4CC4. Drug 2: CN(C)C1=NC(=NC(=N1)N(C)C)N(C)C. Cell line: SK-MEL-28. Synergy scores: CSS=13.0, Synergy_ZIP=-5.70, Synergy_Bliss=2.45, Synergy_Loewe=2.26, Synergy_HSA=1.71.